Dataset: Reaction yield outcomes from USPTO patents with 853,638 reactions. Task: Predict the reaction yield, written as a fraction of the theoretical maximum amount of product (1.0 means a 100% yield; for example, 0.34 means a 34% yield). (1) The reactants are [N:1]1[CH:6]=[CH:5][C:4]([C:7]2[S:8][C:9]3[CH2:10][N:11](C(OCC)=O)[CH2:12][CH2:13][C:14]=3[N:15]=2)=[CH:3][CH:2]=1.[OH-].[K+].[ClH:23]. No catalyst specified. The product is [ClH:23].[N:1]1[CH:6]=[CH:5][C:4]([C:7]2[S:8][C:9]3[CH2:10][NH:11][CH2:12][CH2:13][C:14]=3[N:15]=2)=[CH:3][CH:2]=1. The yield is 0.300. (2) The reactants are [Cl:1][CH2:2][CH2:3][O:4][C:5]1[CH:10]=[CH:9][CH:8]=[CH:7][CH:6]=1.[CH3:11][O:12][C:13]1[CH:21]=[CH:20][C:16]([C:17](Cl)=[O:18])=[CH:15][CH:14]=1.[Al+3].[Cl-].[Cl-].[Cl-]. The catalyst is C(Cl)Cl. The product is [Cl:1][CH2:2][CH2:3][O:4][C:5]1[CH:10]=[CH:9][C:8]([C:17]([C:16]2[CH:20]=[CH:21][C:13]([O:12][CH3:11])=[CH:14][CH:15]=2)=[O:18])=[CH:7][CH:6]=1. The yield is 0.960.